From a dataset of NCI-60 drug combinations with 297,098 pairs across 59 cell lines. Regression. Given two drug SMILES strings and cell line genomic features, predict the synergy score measuring deviation from expected non-interaction effect. (1) Drug 1: CC=C1C(=O)NC(C(=O)OC2CC(=O)NC(C(=O)NC(CSSCCC=C2)C(=O)N1)C(C)C)C(C)C. Drug 2: CCC1(C2=C(COC1=O)C(=O)N3CC4=CC5=C(C=CC(=C5CN(C)C)O)N=C4C3=C2)O.Cl. Cell line: CAKI-1. Synergy scores: CSS=45.7, Synergy_ZIP=0.803, Synergy_Bliss=4.17, Synergy_Loewe=-9.95, Synergy_HSA=3.82. (2) Drug 1: CC(C)(C#N)C1=CC(=CC(=C1)CN2C=NC=N2)C(C)(C)C#N. Drug 2: C1C(C(OC1N2C=NC3=C2NC=NCC3O)CO)O. Cell line: SK-MEL-28. Synergy scores: CSS=-3.77, Synergy_ZIP=2.79, Synergy_Bliss=3.16, Synergy_Loewe=-0.405, Synergy_HSA=-1.18. (3) Drug 1: CN(C)N=NC1=C(NC=N1)C(=O)N. Drug 2: C1=CC=C(C(=C1)C(C2=CC=C(C=C2)Cl)C(Cl)Cl)Cl. Cell line: SR. Synergy scores: CSS=4.56, Synergy_ZIP=0.380, Synergy_Bliss=4.21, Synergy_Loewe=3.48, Synergy_HSA=4.17. (4) Drug 1: CCCCC(=O)OCC(=O)C1(CC(C2=C(C1)C(=C3C(=C2O)C(=O)C4=C(C3=O)C=CC=C4OC)O)OC5CC(C(C(O5)C)O)NC(=O)C(F)(F)F)O. Drug 2: C#CCC(CC1=CN=C2C(=N1)C(=NC(=N2)N)N)C3=CC=C(C=C3)C(=O)NC(CCC(=O)O)C(=O)O. Cell line: RPMI-8226. Synergy scores: CSS=45.8, Synergy_ZIP=1.94, Synergy_Bliss=0.768, Synergy_Loewe=-0.809, Synergy_HSA=-0.262. (5) Drug 1: CC12CCC3C(C1CCC2=O)CC(=C)C4=CC(=O)C=CC34C. Drug 2: C1CC(=O)NC(=O)C1N2C(=O)C3=CC=CC=C3C2=O. Cell line: M14. Synergy scores: CSS=41.1, Synergy_ZIP=1.76, Synergy_Bliss=1.25, Synergy_Loewe=0.867, Synergy_HSA=0.463. (6) Drug 1: CC(C)CN1C=NC2=C1C3=CC=CC=C3N=C2N. Drug 2: C1C(C(OC1N2C=NC(=NC2=O)N)CO)O. Cell line: 786-0. Synergy scores: CSS=-2.27, Synergy_ZIP=1.65, Synergy_Bliss=2.30, Synergy_Loewe=-2.48, Synergy_HSA=-1.36. (7) Drug 1: C1=NC2=C(N1)C(=S)N=CN2. Drug 2: COC1=C2C(=CC3=C1OC=C3)C=CC(=O)O2. Cell line: HCT-15. Synergy scores: CSS=25.0, Synergy_ZIP=-6.96, Synergy_Bliss=0.334, Synergy_Loewe=-22.6, Synergy_HSA=-1.50. (8) Drug 1: CNC(=O)C1=CC=CC=C1SC2=CC3=C(C=C2)C(=NN3)C=CC4=CC=CC=N4. Drug 2: CC1=C(C=C(C=C1)NC(=O)C2=CC=C(C=C2)CN3CCN(CC3)C)NC4=NC=CC(=N4)C5=CN=CC=C5. Cell line: OVCAR-8. Synergy scores: CSS=-0.232, Synergy_ZIP=0.823, Synergy_Bliss=-0.316, Synergy_Loewe=-2.55, Synergy_HSA=-2.38.